Dataset: Retrosynthesis with 50K atom-mapped reactions and 10 reaction types from USPTO. Task: Predict the reactants needed to synthesize the given product. (1) Given the product O=C(Oc1ccc(Cl)cc1)N1CCCc2cc(OCCCCCBr)ccc21, predict the reactants needed to synthesize it. The reactants are: BrCCCCCBr.O=C(Oc1ccc(Cl)cc1)N1CCCc2cc(O)ccc21. (2) Given the product CCS(=O)(=O)N1CCC(CNC(=O)c2ccc(C(F)(F)F)cc2Cl)(CC2CCCO2)CC1, predict the reactants needed to synthesize it. The reactants are: CCS(=O)(=O)N1CCC(CN)(CC2CCCO2)CC1.O=C(O)c1ccc(C(F)(F)F)cc1Cl. (3) Given the product CC(C)(C)c1ccc(S(=O)(=O)Nc2cc(F)c(Cl)cc2C(=O)NN)cc1, predict the reactants needed to synthesize it. The reactants are: CC(C)(C)c1ccc(S(=O)(=O)Nc2cc(F)c(Cl)cc2C(=O)Cl)cc1.NN. (4) Given the product C[C@@H](c1cc(Cl)cc(Cl)c1)N1CCC(COc2cc(F)c(C(=O)NS(C)(=O)=O)cc2Cl)CC1, predict the reactants needed to synthesize it. The reactants are: CS(N)(=O)=O.C[C@@H](c1cc(Cl)cc(Cl)c1)N1CCC(COc2cc(F)c(C(=O)O)cc2Cl)CC1. (5) Given the product Brc1ccc(-c2ccc3cc(-c4cccc5ccccc45)ccc3c2)cc1, predict the reactants needed to synthesize it. The reactants are: Brc1ccc(I)cc1.OB(O)c1ccc2cc(-c3cccc4ccccc34)ccc2c1. (6) Given the product CCCS(=O)(=O)N(CC)C(C)C(=O)c1ccccc1, predict the reactants needed to synthesize it. The reactants are: CCCS(=O)(=O)Cl.CCNC(C)C(=O)c1ccccc1. (7) The reactants are: COC(=O)C1(N)C(=O)Nc2ccccc2CC1c1ccccc1. Given the product N[C@@H]1C(=O)Nc2ccccc2C[C@H]1c1ccccc1, predict the reactants needed to synthesize it.